Dataset: Reaction yield outcomes from USPTO patents with 853,638 reactions. Task: Predict the reaction yield, written as a fraction of the theoretical maximum amount of product (1.0 means a 100% yield; for example, 0.34 means a 34% yield). (1) The yield is 0.210. The reactants are [CH3:1][S:2]([NH2:5])(=[O:4])=[O:3].[H-].[Na+].Cl[CH2:9][CH2:10][C:11]([C:13]1[CH:18]=[CH:17][CH:16]=[CH:15][CH:14]=1)=[O:12].O. The product is [CH3:1][S:2]([NH:5][CH2:9][CH2:10][C:11]([C:13]1[CH:18]=[CH:17][CH:16]=[CH:15][CH:14]=1)=[O:12])(=[O:4])=[O:3]. The catalyst is CN(C=O)C. (2) The reactants are [CH:1]1[C:10]2[C:5](=[CH:6][CH:7]=[CH:8][CH:9]=2)[CH:4]=[CH:3][C:2]=1[CH2:11][C@@H:12]([NH:36]C(=O)OC(C)(C)C)[C:13](=[O:35])[NH:14][C:15]1[CH:16]=[C:17]2[C:33](=[O:34])[NH:32][N:31]=[CH:30][C:19]3=[C:20]([C:24]4[CH:29]=[CH:28][CH:27]=[CH:26][CH:25]=4)[NH:21][C:22]([CH:23]=1)=[C:18]23.[ClH:44]. The catalyst is O1CCOCC1. The product is [ClH:44].[NH2:36][C@H:12]([CH2:11][C:2]1[CH:3]=[CH:4][C:5]2[C:10](=[CH:9][CH:8]=[CH:7][CH:6]=2)[CH:1]=1)[C:13]([NH:14][C:15]1[CH:16]=[C:17]2[C:33](=[O:34])[NH:32][N:31]=[CH:30][C:19]3=[C:20]([C:24]4[CH:29]=[CH:28][CH:27]=[CH:26][CH:25]=4)[NH:21][C:22]([CH:23]=1)=[C:18]23)=[O:35]. The yield is 0.990. (3) The reactants are [Cl:1][C:2]1[CH:7]=[CH:6][N:5]2[N:8]=[C:9]([C:11]3[CH:16]=[CH:15][C:14]([O:17][CH3:18])=[CH:13][CH:12]=3)[CH:10]=[C:4]2[CH:3]=1.[C:19](OC(=O)C)(=[O:21])[CH3:20].B(F)(F)F. The catalyst is C1(C)C=CC=CC=1. The product is [Cl:1][C:2]1[CH:7]=[CH:6][N:5]2[N:8]=[C:9]([C:11]3[CH:12]=[CH:13][C:14]([O:17][CH3:18])=[CH:15][CH:16]=3)[C:10]([C:19](=[O:21])[CH3:20])=[C:4]2[CH:3]=1. The yield is 0.660.